This data is from Reaction yield outcomes from USPTO patents with 853,638 reactions. The task is: Predict the reaction yield, written as a fraction of the theoretical maximum amount of product (1.0 means a 100% yield; for example, 0.34 means a 34% yield). (1) The reactants are [CH3:1][O:2][C:3](=[O:11])[C:4]1[CH:9]=[CH:8][C:7]([OH:10])=[CH:6][CH:5]=1.Br[CH2:13][CH2:14][CH2:15][CH2:16][CH2:17][N:18]1[C:26](=[O:27])[C:25]2[C:20](=[CH:21][CH:22]=[CH:23][CH:24]=2)[C:19]1=[O:28].C([O-])([O-])=O.[K+].[K+]. The catalyst is CC(C)=O. The product is [CH3:1][O:2][C:3](=[O:11])[C:4]1[CH:9]=[CH:8][C:7]([O:10][CH2:13][CH2:14][CH2:15][CH2:16][CH2:17][N:18]2[C:19](=[O:28])[C:20]3[C:25](=[CH:24][CH:23]=[CH:22][CH:21]=3)[C:26]2=[O:27])=[CH:6][CH:5]=1. The yield is 0.830. (2) The reactants are [CH2:1]([O:8][C:9]1[CH:14]=[CH:13][C:12]([OH:15])=[C:11]([CH:16]([OH:23])[C:17]2[CH:22]=[CH:21][CH:20]=[CH:19][CH:18]=2)[CH:10]=1)[C:2]1[CH:7]=[CH:6][CH:5]=[CH:4][CH:3]=1.C([O-])([O-])=O.[Cs+].[Cs+].Br[C:31]([CH3:38])([CH3:37])[C:32]([O:34][CH2:35][CH3:36])=[O:33]. The catalyst is CN(C=O)C. The product is [CH2:35]([O:34][C:32](=[O:33])[C:31]([O:15][C:12]1[CH:13]=[CH:14][C:9]([O:8][CH2:1][C:2]2[CH:3]=[CH:4][CH:5]=[CH:6][CH:7]=2)=[CH:10][C:11]=1[CH:16]([OH:23])[C:17]1[CH:18]=[CH:19][CH:20]=[CH:21][CH:22]=1)([CH3:38])[CH3:37])[CH3:36]. The yield is 0.650. (3) The reactants are [CH2:1]([N:4]1[CH:8]=[CH:7][N:6]=[CH:5]1)[CH2:2][CH3:3].[Cl:9][CH2:10][CH:11]([OH:14])[CH2:12][OH:13]. The catalyst is CO. The product is [Cl-:9].[OH:14][CH:11]([CH2:12][OH:13])[CH2:10][N+:6]1[CH:7]=[CH:8][N:4]([CH2:1][CH2:2][CH3:3])[CH:5]=1. The yield is 0.950.